From a dataset of Ames mutagenicity test results for genotoxicity prediction. Regression/Classification. Given a drug SMILES string, predict its toxicity properties. Task type varies by dataset: regression for continuous values (e.g., LD50, hERG inhibition percentage) or binary classification for toxic/non-toxic outcomes (e.g., AMES mutagenicity, cardiotoxicity, hepatotoxicity). Dataset: ames. (1) The molecule is CCC(C)OC(=O)C=Cc1ccc([N+](=O)[O-])o1. The result is 1 (mutagenic). (2) The molecule is CC(C)OCC1CO1. The result is 1 (mutagenic). (3) The drug is Cc1ccc(N)cc1N. The result is 1 (mutagenic). (4) The molecule is C#CC(OC(=O)NC1CCCCC1)(c1ccccc1)c1ccccc1. The result is 1 (mutagenic). (5) The compound is O=C(O)C(O)C(O)C(=O)O. The result is 0 (non-mutagenic). (6) The molecule is CC(Br)C(=O)NC(C)(C)C. The result is 0 (non-mutagenic). (7) The compound is O=c1[nH]c(=O)n([C@H]2C[C@@H](O)[C@@H](CO)O2)cc1CO. The result is 1 (mutagenic).